From a dataset of NCI-60 drug combinations with 297,098 pairs across 59 cell lines. Regression. Given two drug SMILES strings and cell line genomic features, predict the synergy score measuring deviation from expected non-interaction effect. (1) Drug 1: CC1=CC2C(CCC3(C2CCC3(C(=O)C)OC(=O)C)C)C4(C1=CC(=O)CC4)C. Drug 2: C(CCl)NC(=O)N(CCCl)N=O. Cell line: MDA-MB-231. Synergy scores: CSS=-3.89, Synergy_ZIP=2.89, Synergy_Bliss=1.68, Synergy_Loewe=-13.6, Synergy_HSA=-9.01. (2) Drug 1: C1CN(P(=O)(OC1)NCCCl)CCCl. Drug 2: C(CCl)NC(=O)N(CCCl)N=O. Cell line: IGROV1. Synergy scores: CSS=9.86, Synergy_ZIP=-2.13, Synergy_Bliss=0.703, Synergy_Loewe=1.98, Synergy_HSA=1.99. (3) Drug 1: C1=NC2=C(N1)C(=S)N=C(N2)N. Drug 2: CC1=C(C(=CC=C1)Cl)NC(=O)C2=CN=C(S2)NC3=CC(=NC(=N3)C)N4CCN(CC4)CCO. Cell line: PC-3. Synergy scores: CSS=46.6, Synergy_ZIP=-9.29, Synergy_Bliss=-0.995, Synergy_Loewe=2.33, Synergy_HSA=3.14. (4) Drug 1: CN(C)N=NC1=C(NC=N1)C(=O)N. Drug 2: CCCS(=O)(=O)NC1=C(C(=C(C=C1)F)C(=O)C2=CNC3=C2C=C(C=N3)C4=CC=C(C=C4)Cl)F. Cell line: CAKI-1. Synergy scores: CSS=11.0, Synergy_ZIP=-5.00, Synergy_Bliss=-3.02, Synergy_Loewe=-0.661, Synergy_HSA=-0.552. (5) Drug 1: CCC1(CC2CC(C3=C(CCN(C2)C1)C4=CC=CC=C4N3)(C5=C(C=C6C(=C5)C78CCN9C7C(C=CC9)(C(C(C8N6C=O)(C(=O)OC)O)OC(=O)C)CC)OC)C(=O)OC)O.OS(=O)(=O)O. Cell line: CCRF-CEM. Synergy scores: CSS=65.2, Synergy_ZIP=1.46, Synergy_Bliss=-0.0247, Synergy_Loewe=-21.6, Synergy_HSA=0.543. Drug 2: CCCCC(=O)OCC(=O)C1(CC(C2=C(C1)C(=C3C(=C2O)C(=O)C4=C(C3=O)C=CC=C4OC)O)OC5CC(C(C(O5)C)O)NC(=O)C(F)(F)F)O. (6) Drug 1: CN(C)C1=NC(=NC(=N1)N(C)C)N(C)C. Drug 2: CNC(=O)C1=NC=CC(=C1)OC2=CC=C(C=C2)NC(=O)NC3=CC(=C(C=C3)Cl)C(F)(F)F. Cell line: HL-60(TB). Synergy scores: CSS=-1.15, Synergy_ZIP=1.44, Synergy_Bliss=-1.01, Synergy_Loewe=-31.3, Synergy_HSA=-4.04. (7) Drug 1: CCN(CC)CCNC(=O)C1=C(NC(=C1C)C=C2C3=C(C=CC(=C3)F)NC2=O)C. Drug 2: N.N.Cl[Pt+2]Cl. Cell line: OVCAR-5. Synergy scores: CSS=35.8, Synergy_ZIP=-4.78, Synergy_Bliss=1.04, Synergy_Loewe=4.07, Synergy_HSA=1.70. (8) Drug 1: COC1=CC(=CC(=C1O)OC)C2C3C(COC3=O)C(C4=CC5=C(C=C24)OCO5)OC6C(C(C7C(O6)COC(O7)C8=CC=CS8)O)O. Drug 2: CC1CCCC2(C(O2)CC(NC(=O)CC(C(C(=O)C(C1O)C)(C)C)O)C(=CC3=CSC(=N3)C)C)C. Cell line: HOP-92. Synergy scores: CSS=41.1, Synergy_ZIP=-0.529, Synergy_Bliss=-0.730, Synergy_Loewe=-0.962, Synergy_HSA=-1.04.